From a dataset of Catalyst prediction with 721,799 reactions and 888 catalyst types from USPTO. Predict which catalyst facilitates the given reaction. (1) Reactant: [F:1][C:2]([F:6])([F:5])[CH2:3][OH:4].[H-].[Na+].[Cl:9][C:10]1[N:15]=[C:14]([C:16]2[CH:21]=[CH:20][C:19]([Cl:22])=[C:18]([Cl:23])[CH:17]=2)[C:13](F)=[CH:12][N:11]=1. The catalyst class is: 3. Product: [Cl:9][C:10]1[N:15]=[C:14]([C:16]2[CH:21]=[CH:20][C:19]([Cl:22])=[C:18]([Cl:23])[CH:17]=2)[C:13]([O:4][CH2:3][C:2]([F:6])([F:5])[F:1])=[CH:12][N:11]=1. (2) Reactant: [NH:1]1[C:5]2[CH:6]=[CH:7][C:8]([NH2:10])=[CH:9][C:4]=2[N:3]=[CH:2]1.[N:11]([C:14]1[CH:19]=[CH:18][C:17]([O:20][CH3:21])=[C:16]([O:22][CH3:23])[CH:15]=1)=[C:12]=[O:13]. Product: [NH:1]1[C:5]2[CH:6]=[CH:7][C:8]([NH:10][C:12]([NH:11][C:14]3[CH:19]=[CH:18][C:17]([O:20][CH3:21])=[C:16]([O:22][CH3:23])[CH:15]=3)=[O:13])=[CH:9][C:4]=2[N:3]=[CH:2]1. The catalyst class is: 1. (3) Reactant: C1(C)C=CC(S(O)(=O)=O)=CC=1.C[O:13][C:14]1(OC)[CH2:19][CH2:18][CH:17]([C:20]([NH2:22])=[O:21])[CH2:16][CH2:15]1. Product: [O:13]=[C:14]1[CH2:19][CH2:18][CH:17]([C:20]([NH2:22])=[O:21])[CH2:16][CH2:15]1. The catalyst class is: 95. (4) Reactant: [NH2:1][CH2:2][CH:3]([C:11]1[CH:12]=[C:13]([OH:17])[CH:14]=[CH:15][CH:16]=1)[CH2:4][C:5]1[CH:10]=[CH:9][CH:8]=[CH:7][CH:6]=1.C(N(CC)CC)C.Br[CH2:26][CH2:27][CH2:28][CH2:29]Br. Product: [CH2:4]([CH:3]([C:11]1[CH:12]=[C:13]([OH:17])[CH:14]=[CH:15][CH:16]=1)[CH2:2][N:1]1[CH2:29][CH2:28][CH2:27][CH2:26]1)[C:5]1[CH:10]=[CH:9][CH:8]=[CH:7][CH:6]=1. The catalyst class is: 10.